The task is: Predict the product of the given reaction.. This data is from Forward reaction prediction with 1.9M reactions from USPTO patents (1976-2016). (1) Given the reactants CO[CH2:3][CH2:4][O:5]C.[S:7]1[CH:11]=[CH:10][CH:9]=[C:8]1[CH2:12][CH2:13][NH2:14].[CH2:15]([OH:17])[CH3:16], predict the reaction product. The product is: [C:15]([CH:3]([CH:8]([CH3:12])[CH2:9][CH3:10])[C:4]([NH:14][CH2:13][CH2:12][C:8]1[S:7][CH:11]=[CH:10][CH:9]=1)=[O:5])(=[O:17])[CH3:16]. (2) Given the reactants [NH:1]1[C:9]2[C:4](=[CH:5][CH:6]=[CH:7][CH:8]=2)[CH:3]=[C:2]1[C:10]1[C:11]([O:32][CH3:33])=[CH:12][C:13]([O:30][CH3:31])=[C:14](/[CH:16]=[CH:17]/[C:18]([C:20]2[CH:25]=[CH:24][C:23]([S:26]([NH2:29])(=[O:28])=[O:27])=[CH:22][CH:21]=2)=[O:19])[CH:15]=1.CCN(CC)CC.[C:41](O[C:41](=[O:44])[CH2:42][CH3:43])(=[O:44])[CH2:42][CH3:43].O, predict the reaction product. The product is: [NH:1]1[C:9]2[C:4](=[CH:5][CH:6]=[CH:7][CH:8]=2)[CH:3]=[C:2]1[C:10]1[C:11]([O:32][CH3:33])=[CH:12][C:13]([O:30][CH3:31])=[C:14](/[CH:16]=[CH:17]/[C:18]([C:20]2[CH:21]=[CH:22][C:23]([S:26]([NH:29][C:41](=[O:44])[CH2:42][CH3:43])(=[O:28])=[O:27])=[CH:24][CH:25]=2)=[O:19])[CH:15]=1. (3) Given the reactants ClC1C=CC(COC2C=NNC(=O)C=2)=NC=1.[F:17][C:18]1[CH:38]=[CH:37][C:21]([CH2:22][O:23][C:24]2[CH:29]=[N:28][N:27](C3CCCCO3)[C:26](=[O:36])[CH:25]=2)=[CH:20][CH:19]=1, predict the reaction product. The product is: [F:17][C:18]1[CH:19]=[CH:20][C:21]([CH2:22][O:23][C:24]2[CH:29]=[N:28][NH:27][C:26](=[O:36])[CH:25]=2)=[CH:37][CH:38]=1. (4) The product is: [C:1]([O:5][C:6](=[O:28])[NH:7][CH2:8][CH:9]([NH2:10])[C:21]1[CH:26]=[CH:25][CH:24]=[C:23]([Cl:27])[CH:22]=1)([CH3:4])([CH3:2])[CH3:3]. Given the reactants [C:1]([O:5][C:6](=[O:28])[NH:7][CH2:8][CH:9]([C:21]1[CH:26]=[CH:25][CH:24]=[C:23]([Cl:27])[CH:22]=1)[N:10]1C(=O)C2C(=CC=CC=2)C1=O)([CH3:4])([CH3:3])[CH3:2].O.NN, predict the reaction product. (5) The product is: [ClH:1].[CH3:27][N:3]([CH3:2])[CH:4]1[CH2:9][CH2:8][N:7]([C:10](=[O:26])[CH2:11][CH2:12][C:13]2[N:14]([CH2:18][C:19]([O:21][C:22]([CH3:23])([CH3:24])[CH3:25])=[O:20])[CH:15]=[CH:16][N:17]=2)[CH2:6][CH2:5]1. Given the reactants [ClH:1].[CH3:2][N:3]([CH3:27])[CH:4]1[CH2:9][CH2:8][N:7]([C:10](=[O:26])[CH2:11][CH2:12][C:13]2[N:14]([CH2:18][C:19]([O:21][C:22]([CH3:25])([CH3:24])[CH3:23])=[O:20])[CH:15]=[CH:16][N:17]=2)[CH2:6][CH2:5]1, predict the reaction product. (6) Given the reactants [Cl:1][C:2]1[C:3]([O:29][C:30]2[CH:35]=[CH:34][C:33]([C:36]3[CH:41]=[CH:40][CH:39]=[C:38]([C:42]#[N:43])[CH:37]=3)=[CH:32][C:31]=2[C:44]2[CH:49]=[CH:48][N:47]=[N:46][CH:45]=2)=[CH:4][C:5]([F:28])=[C:6]([S:8]([N:11](CC2C=CC(OC)=CC=2OC)[C:12]2[S:13][CH:14]=[N:15][N:16]=2)(=[O:10])=[O:9])[CH:7]=1.Cl, predict the reaction product. The product is: [Cl:1][C:2]1[C:3]([O:29][C:30]2[CH:35]=[CH:34][C:33]([C:36]3[CH:41]=[CH:40][CH:39]=[C:38]([C:42]#[N:43])[CH:37]=3)=[CH:32][C:31]=2[C:44]2[CH:49]=[CH:48][N:47]=[N:46][CH:45]=2)=[CH:4][C:5]([F:28])=[C:6]([S:8]([NH:11][C:12]2[S:13][CH:14]=[N:15][N:16]=2)(=[O:9])=[O:10])[CH:7]=1. (7) Given the reactants [Cl:1][C:2]1[N:7]=[C:6]([NH:8][NH:9][C:10](=[O:30])[C@H:11]([CH2:24][CH:25]2[CH2:29][CH2:28][CH2:27][CH2:26]2)[CH2:12][N:13]([O:16]CC2C=CC=CC=2)[CH:14]=[O:15])[C:5]([F:31])=[C:4]([N:32]2[CH2:37][CH:36]3[C:34]([N:38]([CH3:40])[CH3:39])([CH2:35]3)[CH2:33]2)[N:3]=1, predict the reaction product. The product is: [Cl:1][C:2]1[N:7]=[C:6]([NH:8][NH:9][C:10](=[O:30])[C@H:11]([CH2:24][CH:25]2[CH2:29][CH2:28][CH2:27][CH2:26]2)[CH2:12][N:13]([OH:16])[CH:14]=[O:15])[C:5]([F:31])=[C:4]([N:32]2[CH2:37][CH:36]3[C:34]([N:38]([CH3:40])[CH3:39])([CH2:35]3)[CH2:33]2)[N:3]=1. (8) Given the reactants [Cl:1][C:2]1[C:11]([F:12])=[C:10]2[C:5]([C:6](O)=[N:7][C:8]([C:13]3[CH:14]=[N:15][CH:16]=[CH:17][CH:18]=3)=[N:9]2)=[CH:4][CH:3]=1.O=P(Cl)(Cl)Cl.[CH3:25][NH2:26], predict the reaction product. The product is: [Cl:1][C:2]1[C:11]([F:12])=[C:10]2[C:5]([C:6]([NH:26][CH3:25])=[N:7][C:8]([C:13]3[CH:14]=[N:15][CH:16]=[CH:17][CH:18]=3)=[N:9]2)=[CH:4][CH:3]=1. (9) Given the reactants B([O-])([O-])[O-].Cl.C[O:7][C:8](=O)[C@H:9]([CH3:11])[NH2:10].[NH2:13][C@H:14]([C:20]([OH:22])=[O:21])[CH2:15][CH2:16][C:17](=[O:19])[NH2:18].C(N(CC(O)=O)CC(O)=O)CN(CC(O)=O)CC(O)=O, predict the reaction product. The product is: [NH2:10][C@H:9]([C:8]([NH:13][C@H:14]([C:20]([OH:22])=[O:21])[CH2:15][CH2:16][C:17](=[O:19])[NH2:18])=[O:7])[CH3:11].